From a dataset of Full USPTO retrosynthesis dataset with 1.9M reactions from patents (1976-2016). Predict the reactants needed to synthesize the given product. (1) The reactants are: [NH2:1][CH2:2][C:3]1[C:8]([CH3:9])=[N:7][C:6]2[N:10]([CH2:13][CH3:14])[N:11]=[CH:12][C:5]=2[C:4]=1[NH:15][CH:16]1[CH2:21][CH2:20][O:19][CH2:18][CH2:17]1.[CH3:22][C:23]1[O:24][C:25]([C:29](O)=[O:30])=[C:26]([CH3:28])[N:27]=1. Given the product [CH2:13]([N:10]1[C:6]2=[N:7][C:8]([CH3:9])=[C:3]([CH2:2][NH:1][C:29]([C:25]3[O:24][C:23]([CH3:22])=[N:27][C:26]=3[CH3:28])=[O:30])[C:4]([NH:15][CH:16]3[CH2:17][CH2:18][O:19][CH2:20][CH2:21]3)=[C:5]2[CH:12]=[N:11]1)[CH3:14], predict the reactants needed to synthesize it. (2) Given the product [Cl:45][C:42]1[CH:43]=[C:44]2[C:39](=[C:40]([Cl:46])[CH:41]=1)[CH2:38][N:37]([CH3:47])[CH2:36][CH:35]2[C:32]1[CH:31]=[CH:30][C:29]([S:26]([NH:25][CH2:24][CH2:23][O:22][CH2:21][CH2:20][O:19][CH2:18][CH2:17][O:16][CH2:15][CH2:14][NH:13][C:6](=[O:8])[C:5]2[CH:4]=[CH:3][C:2]([C:1]([NH:13][CH2:14][CH2:15][O:16][CH2:17][CH2:18][O:19][CH2:20][CH2:21][O:22][CH2:23][CH2:24][NH:25][S:26]([C:29]3[CH:30]=[CH:31][C:32]([CH:35]4[C:44]5[C:39](=[C:40]([Cl:46])[CH:41]=[C:42]([Cl:45])[CH:43]=5)[CH2:38][N:37]([CH3:47])[CH2:36]4)=[CH:33][CH:34]=3)(=[O:28])=[O:27])=[O:12])=[CH:10][CH:9]=2)(=[O:28])=[O:27])=[CH:34][CH:33]=1, predict the reactants needed to synthesize it. The reactants are: [C:1]([OH:12])(=O)[C:2]1[CH:10]=[CH:9][C:5]([C:6]([OH:8])=O)=[CH:4][CH:3]=1.[NH2:13][CH2:14][CH2:15][O:16][CH2:17][CH2:18][O:19][CH2:20][CH2:21][O:22][CH2:23][CH2:24][NH:25][S:26]([C:29]1[CH:34]=[CH:33][C:32]([CH:35]2[C:44]3[C:39](=[C:40]([Cl:46])[CH:41]=[C:42]([Cl:45])[CH:43]=3)[CH2:38][N:37]([CH3:47])[CH2:36]2)=[CH:31][CH:30]=1)(=[O:28])=[O:27]. (3) Given the product [C:24]([C:21]1[CH:20]=[CH:19][C:18]([N:12]2[C:13](=[O:17])[C:14]([CH3:16])([CH3:15])[N:10]([CH2:9][C:7]3[CH:6]=[CH:5][N:4]=[C:3]([NH:2][C:36]4[CH:37]=[N:38][CH:39]=[N:40][CH:41]=4)[CH:8]=3)[C:11]2=[O:28])=[CH:23][CH:22]=1)([CH3:27])([CH3:26])[CH3:25], predict the reactants needed to synthesize it. The reactants are: Cl.[NH2:2][C:3]1[CH:8]=[C:7]([CH2:9][N:10]2[C:14]([CH3:16])([CH3:15])[C:13](=[O:17])[N:12]([C:18]3[CH:23]=[CH:22][C:21]([C:24]([CH3:27])([CH3:26])[CH3:25])=[CH:20][CH:19]=3)[C:11]2=[O:28])[CH:6]=[CH:5][N:4]=1.C(=O)([O-])[O-].[Cs+].[Cs+].Br[C:36]1[CH:37]=[N:38][CH:39]=[N:40][CH:41]=1. (4) Given the product [CH3:27][O:26][C:24](=[O:25])[C:21]1[CH:22]=[CH:23][C:18]([O:17][CH2:16][CH2:15][CH2:14][CH:11]2[CH2:10][CH2:9][N:8]([C:6]3[N:35]=[CH:34][C:33]([CH:36]([CH3:38])[CH3:37])=[CH:32][N:31]=3)[CH2:13][CH2:12]2)=[CH:19][C:20]=1[CH3:28], predict the reactants needed to synthesize it. The reactants are: C(O[C:6]([N:8]1[CH2:13][CH2:12][CH:11]([CH2:14][CH2:15][CH2:16][O:17][C:18]2[CH:23]=[CH:22][C:21]([C:24]([O:26][CH3:27])=[O:25])=[C:20]([CH3:28])[CH:19]=2)[CH2:10][CH2:9]1)=O)(C)(C)C.ClC1[N:35]=[CH:34][C:33]([CH:36]([CH3:38])[CH3:37])=[CH:32][N:31]=1. (5) Given the product [C:1]([O:6][C:7]12[CH2:13][CH:12]3[CH2:17][CH:18]([CH2:20][C:15]([OH:14])([CH2:11]3)[CH2:8]1)[CH2:19]2)(=[O:5])[C:2]([CH3:4])=[CH2:3], predict the reactants needed to synthesize it. The reactants are: [C:1]([O:6][CH:7]1[CH:13]2[O:14][CH:15]3[CH:8]1OC(=O)[CH:11]3[CH2:12]2)(=[O:5])[C:2]([CH3:4])=[CH2:3].[C:17](OC1CCOC1=O)(=O)[C:18]([CH3:20])=[CH2:19].